Dataset: Catalyst prediction with 721,799 reactions and 888 catalyst types from USPTO. Task: Predict which catalyst facilitates the given reaction. Reactant: [CH2:1]([N:8]([CH2:15][C:16]1[CH:21]=[CH:20][CH:19]=[CH:18][CH:17]=1)[CH2:9][CH2:10][C:11]1([OH:14])[CH2:13][CH2:12]1)[C:2]1[CH:7]=[CH:6][CH:5]=[CH:4][CH:3]=1.[H-].[Na+].[CH3:24]I. Product: [CH2:15]([N:8]([CH2:1][C:2]1[CH:3]=[CH:4][CH:5]=[CH:6][CH:7]=1)[CH2:9][CH2:10][C:11]1([O:14][CH3:24])[CH2:12][CH2:13]1)[C:16]1[CH:21]=[CH:20][CH:19]=[CH:18][CH:17]=1. The catalyst class is: 1.